Dataset: Forward reaction prediction with 1.9M reactions from USPTO patents (1976-2016). Task: Predict the product of the given reaction. (1) The product is: [CH2:10]([O:12][C:13]([CH:15]1[CH2:16][CH2:17][N:18]([C:21]2[CH:22]=[CH:23][C:24]([C:27](=[O:28])[NH:5][C:4]3[CH:6]=[CH:7][C:8]([CH3:9])=[C:2]([I:1])[CH:3]=3)=[CH:25][CH:26]=2)[CH2:19][CH2:20]1)=[O:14])[CH3:11]. Given the reactants [I:1][C:2]1[CH:3]=[C:4]([CH:6]=[CH:7][C:8]=1[CH3:9])[NH2:5].[CH2:10]([O:12][C:13]([CH:15]1[CH2:20][CH2:19][N:18]([C:21]2[CH:26]=[CH:25][C:24]([C:27](O)=[O:28])=[CH:23][CH:22]=2)[CH2:17][CH2:16]1)=[O:14])[CH3:11].C(OC(C1CCN(C2C=CC(C(=O)NC3C=CC=C(C(C)(C)C)C=3)=CC=2)CC1)=O)C, predict the reaction product. (2) Given the reactants [C:1]([C:3]1[CH:4]=[C:5]([C:9]2[C:14]([O:15]C)=[CH:13][C:12]([C:17]([CH3:24])([CH3:23])[C:18]([O:20][CH2:21][CH3:22])=[O:19])=[CH:11][C:10]=2[O:25]C)[CH:6]=[CH:7][CH:8]=1)#[N:2].B(Br)(Br)Br, predict the reaction product. The product is: [C:1]([C:3]1[CH:4]=[C:5]([C:9]2[C:10]([OH:25])=[CH:11][C:12]([C:17]([CH3:24])([CH3:23])[C:18]([O:20][CH2:21][CH3:22])=[O:19])=[CH:13][C:14]=2[OH:15])[CH:6]=[CH:7][CH:8]=1)#[N:2]. (3) The product is: [Br:1][C:2]1[CH:3]=[CH:4][C:5]([N:8]2[CH:9]=[N:21][N:20]=[N:19]2)=[N:6][CH:7]=1. Given the reactants [Br:1][C:2]1[CH:3]=[CH:4][C:5]([NH2:8])=[N:6][CH:7]=1.[CH:9](OCC)(OCC)OCC.[N-:19]=[N+:20]=[N-:21].[Na+], predict the reaction product. (4) Given the reactants [F:1][C:2]([F:20])([F:19])[C:3]1[CH:8]=[CH:7][C:6]([C:9]2[CH:13]=[C:12]([C:14]([O:16][CH2:17][CH3:18])=[O:15])[NH:11][N:10]=2)=[CH:5][CH:4]=1.C(=O)([O-])[O-].[K+].[K+].I[CH:28]([CH3:30])[CH3:29], predict the reaction product. The product is: [CH:28]([N:11]1[C:12]([C:14]([O:16][CH2:17][CH3:18])=[O:15])=[CH:13][C:9]([C:6]2[CH:5]=[CH:4][C:3]([C:2]([F:1])([F:19])[F:20])=[CH:8][CH:7]=2)=[N:10]1)([CH3:30])[CH3:29]. (5) Given the reactants N1([C@H]2CCC[C@H]2N)CCCC1.[F:12][CH:13]([F:40])[O:14][C:15]1[CH:33]=[C:32]([C:34]([F:37])([F:36])[F:35])[CH:31]=[C:30]([O:38][CH3:39])[C:16]=1[C:17]([NH:19][C@H:20]1[CH2:24][CH2:23][CH2:22][C@H:21]1[N:25]1[CH2:29][CH2:28][CH2:27][CH2:26]1)=[O:18], predict the reaction product. The product is: [F:40][CH:13]([F:12])[O:14][C:15]1[CH:33]=[C:32]([C:34]([F:37])([F:35])[F:36])[CH:31]=[C:30]([O:38][CH3:39])[C:16]=1[C:17]([NH:19][C@@H:20]1[CH2:24][CH2:23][CH2:22][C@@H:21]1[N:25]1[CH2:29][CH2:28][CH2:27][CH2:26]1)=[O:18]. (6) Given the reactants [O:1]([CH2:8][C:9]1[NH:10][CH:11]=[C:12]([C:14]2[CH:27]=[CH:26][C:17]([O:18][C:19]3[CH:25]=[CH:24][C:22]([NH2:23])=[CH:21][CH:20]=3)=[CH:16][CH:15]=2)[N:13]=1)[C:2]1[CH:7]=[CH:6][CH:5]=[CH:4][CH:3]=1.[CH3:28][C:29]1[CH:38]=[CH:37][C:32]([CH2:33][N:34]=[C:35]=[O:36])=[CH:31][CH:30]=1.O.C(OCC)(=O)C, predict the reaction product. The product is: [CH3:28][C:29]1[CH:38]=[CH:37][C:32]([CH2:33][NH:34][C:35]([NH:23][C:22]2[CH:21]=[CH:20][C:19]([O:18][C:17]3[CH:26]=[CH:27][C:14]([C:12]4[N:13]=[C:9]([CH2:8][O:1][C:2]5[CH:7]=[CH:6][CH:5]=[CH:4][CH:3]=5)[NH:10][CH:11]=4)=[CH:15][CH:16]=3)=[CH:25][CH:24]=2)=[O:36])=[CH:31][CH:30]=1. (7) The product is: [NH2:5][CH:6]1[C:15]2[C:10](=[CH:11][CH:12]=[CH:13][CH:14]=2)[CH2:9][N:8]([CH3:17])[C:7]1=[O:16]. Given the reactants COC([NH:5][CH:6]1[C:15]2[C:10](=[CH:11][CH:12]=[CH:13][CH:14]=2)[CH2:9][NH:8][C:7]1=[O:16])=O.[CH3:17][Si](I)(C)C, predict the reaction product. (8) The product is: [Cl:17][C:5]1[C:6]([C:8]2[CH:9]=[N:10][N:11]3[CH:16]=[CH:15][CH:14]=[CH:13][C:12]=23)=[N:7][C:2]([NH:23][C:22]2[CH:24]=[C:25]([N+:26]([O-:28])=[O:27])[C:19]([F:18])=[CH:20][C:21]=2[O:29][CH3:30])=[N:3][CH:4]=1. Given the reactants Cl[C:2]1[N:7]=[C:6]([C:8]2[CH:9]=[N:10][N:11]3[CH:16]=[CH:15][CH:14]=[CH:13][C:12]=23)[C:5]([Cl:17])=[CH:4][N:3]=1.[F:18][C:19]1[C:25]([N+:26]([O-:28])=[O:27])=[CH:24][C:22]([NH2:23])=[C:21]([O:29][CH3:30])[CH:20]=1.O.C1(C)C=CC(S(O)(=O)=O)=CC=1, predict the reaction product. (9) Given the reactants BrC1[CH:3]=[C:4]2[C:9]3=[C:10]([CH2:12][CH2:13][N:8]3[C:7](=[O:14])[CH:6]=[C:5]2[C:15]2[CH:20]=[CH:19][CH:18]=[C:17]([Cl:21])[CH:16]=2)[CH:11]=1.Cl.[CH3:23][O:24][NH:25][CH3:26].C(N(CC)CC)C.C(Cl)Cl.[O:37]1[CH2:42][CH2:41]OCC1, predict the reaction product. The product is: [Cl:21][C:17]1[CH:16]=[C:15]([C:5]2[C:4]3[C:9]4=[C:10]([CH2:12][CH2:13][N:8]4[C:7](=[O:14])[CH:6]=2)[CH:11]=[C:41]([C:42]([N:25]([O:24][CH3:23])[CH3:26])=[O:37])[CH:3]=3)[CH:20]=[CH:19][CH:18]=1. (10) Given the reactants Cl[C:2]1[N:11]=[C:10]([C:12]2[CH:17]=[CH:16][CH:15]=[C:14]([Cl:18])[CH:13]=2)[C:9]2[C:4](=[CH:5][CH:6]=[C:7]([C:19]([C:27]3[CH:32]=[CH:31][C:30]([F:33])=[CH:29][CH:28]=3)([C:21]3[N:25]([CH3:26])[CH:24]=[N:23][CH:22]=3)[OH:20])[CH:8]=2)[N:3]=1.[N-:34]=[N+:35]=[N-:36].[Na+], predict the reaction product. The product is: [Cl:18][C:14]1[CH:13]=[C:12]([C:10]2[C:9]3[C:4](=[CH:5][CH:6]=[C:7]([C:19]([C:27]4[CH:28]=[CH:29][C:30]([F:33])=[CH:31][CH:32]=4)([C:21]4[N:25]([CH3:26])[CH:24]=[N:23][CH:22]=4)[OH:20])[CH:8]=3)[N:3]3[N:34]=[N:35][N:36]=[C:2]3[N:11]=2)[CH:17]=[CH:16][CH:15]=1.